Dataset: Catalyst prediction with 721,799 reactions and 888 catalyst types from USPTO. Task: Predict which catalyst facilitates the given reaction. (1) Reactant: [CH3:1][O:2][C:3]1[CH:12]=[CH:11][C:10]([C:13]2[CH:18]=[CH:17][CH:16]=[CH:15][CH:14]=2)=[C:9]2[C:4]=1[CH:5]=[CH:6][N:7]=[CH:8]2.[BH3-]C#N.[Na+].B(F)(F)F.CCOCC.C([O-])([O-])=O.[K+].[K+]. Product: [CH3:1][O:2][C:3]1[CH:12]=[CH:11][C:10]([C:13]2[CH:18]=[CH:17][CH:16]=[CH:15][CH:14]=2)=[C:9]2[C:4]=1[CH2:5][CH2:6][NH:7][CH2:8]2. The catalyst class is: 5. (2) The catalyst class is: 7. Product: [C:29]([O:32][C:33]([CH3:35])([CH3:34])[C:36]([N:24]1[C:25]2[C:21](=[CH:20][C:19]([CH2:18][N:4]3[C:5]([CH3:39])=[CH:6][C:7]([O:8][CH2:9][C:10]4[CH:15]=[CH:14][C:13]([F:16])=[CH:12][C:11]=4[F:17])=[C:2]([Cl:1])[C:3]3=[O:28])=[CH:27][CH:26]=2)[CH2:22][CH2:23]1)=[O:37])(=[O:31])[CH3:30]. Reactant: [Cl:1][C:2]1[C:3](=[O:28])[N:4]([CH2:18][C:19]2[CH:20]=[C:21]3[C:25](=[CH:26][CH:27]=2)[NH:24][CH2:23][CH2:22]3)[CH:5]=[CH:6][C:7]=1[O:8][CH2:9][C:10]1[CH:15]=[CH:14][C:13]([F:16])=[CH:12][C:11]=1[F:17].[C:29]([O:32][C:33]([C:36](Cl)=[O:37])([CH3:35])[CH3:34])(=[O:31])[CH3:30].[CH2:39](N(CC)CC)C.